Dataset: Peptide-MHC class I binding affinity with 185,985 pairs from IEDB/IMGT. Task: Regression. Given a peptide amino acid sequence and an MHC pseudo amino acid sequence, predict their binding affinity value. This is MHC class I binding data. The peptide sequence is WLRAHPVAI. The MHC is HLA-A03:01 with pseudo-sequence HLA-A03:01. The binding affinity (normalized) is 0.213.